Dataset: Peptide-MHC class II binding affinity with 134,281 pairs from IEDB. Task: Regression. Given a peptide amino acid sequence and an MHC pseudo amino acid sequence, predict their binding affinity value. This is MHC class II binding data. The peptide sequence is VHAVKPVTEEPGMAK. The MHC is DRB3_0202 with pseudo-sequence DRB3_0202. The binding affinity (normalized) is 0.0509.